This data is from Full USPTO retrosynthesis dataset with 1.9M reactions from patents (1976-2016). The task is: Predict the reactants needed to synthesize the given product. (1) Given the product [CH2:11]([C:10]1[CH:9]=[C:8]([CH3:7])[C:3]([C:1]#[N:2])=[C:4]([SH:5])[N:6]=1)[CH2:12][CH2:13][CH2:14][CH3:15], predict the reactants needed to synthesize it. The reactants are: [C:1]([CH2:3][C:4]([NH2:6])=[S:5])#[N:2].[CH3:7][C:8](=O)[CH2:9][C:10](=O)[CH2:11][CH2:12][CH2:13][CH2:14][CH3:15].C(N(CC)CC)C. (2) Given the product [CH3:26][CH2:27][CH2:34][CH2:4][CH2:3][CH2:14][CH2:15][CH2:16][CH2:17][CH3:2], predict the reactants needed to synthesize it. The reactants are: Br[C:2]1[CH:17]=[CH:16][CH:15]=[CH:14][C:3]=1[CH2:4]P(C(C)(C)C)C(C)(C)C.C1N2CCN(CC2)C1.[CH3:26][C:27]12OC3(C)OC(CC(C)(O3)P1)[CH2:34]2. (3) Given the product [CH2:9]([C:6]1[CH:7]=[CH:8][C:3]([CH2:2][Cl:1])=[CH:4][C:5]=1[O:15][CH3:16])[CH2:10][CH2:11][CH3:12], predict the reactants needed to synthesize it. The reactants are: [Cl:1][CH2:2][C:3]1[CH:8]=[CH:7][C:6]([C:9]2C=C[CH:12]=[CH:11][CH:10]=2)=[C:5]([O:15][CH3:16])[CH:4]=1.C(C1C=CC(CO)=CC=1OC)CCC. (4) Given the product [CH3:37][S:38]([OH:41])(=[O:40])=[O:39].[CH:1]1([CH2:5][N:6]([CH:31]2[CH2:32][CH2:33][O:34][CH2:35][CH2:36]2)[C:7]2[C:8]([O:29][CH3:30])=[N:9][N:10]3[C:14]([C:15]4[C:20]([O:21][CH3:22])=[CH:19][C:18]([CH2:23][O:24][CH2:25][CH3:26])=[CH:17][C:16]=4[O:27][CH3:28])=[CH:13][S:12][C:11]=23)[CH2:4][CH2:3][CH2:2]1, predict the reactants needed to synthesize it. The reactants are: [CH:1]1([CH2:5][N:6]([CH:31]2[CH2:36][CH2:35][O:34][CH2:33][CH2:32]2)[C:7]2[C:8]([O:29][CH3:30])=[N:9][N:10]3[C:14]([C:15]4[C:20]([O:21][CH3:22])=[CH:19][C:18]([CH2:23][O:24][CH2:25][CH3:26])=[CH:17][C:16]=4[O:27][CH3:28])=[CH:13][S:12][C:11]=23)[CH2:4][CH2:3][CH2:2]1.[CH3:37][S:38]([OH:41])(=[O:40])=[O:39]. (5) Given the product [F:8][C:9]([F:54])([F:53])[C:10]1[CH:11]=[C:12]([C@H:20]2[O:24][C:23](=[O:25])[N:22]([CH2:26][C:27]3[C:32]([C:33]4[C:34]([O:46][CH3:47])=[N:35][CH:36]=[C:37]([C:39]([OH:45])([CH3:44])[C:40]([F:43])([F:42])[F:41])[CH:38]=4)=[CH:31][N:30]=[C:29]([N:59]4[CH2:60][CH:57]([F:56])[CH2:58]4)[N:28]=3)[C@H:21]2[CH3:52])[CH:13]=[C:14]([C:16]([F:19])([F:18])[F:17])[CH:15]=1, predict the reactants needed to synthesize it. The reactants are: C(N(CC)CC)C.[F:8][C:9]([F:54])([F:53])[C:10]1[CH:11]=[C:12]([C@H:20]2[O:24][C:23](=[O:25])[N:22]([CH2:26][C:27]3[C:32]([C:33]4[C:34]([O:46][CH3:47])=[N:35][CH:36]=[C:37]([C:39]([OH:45])([CH3:44])[C:40]([F:43])([F:42])[F:41])[CH:38]=4)=[CH:31][N:30]=[C:29](S(C)(=O)=O)[N:28]=3)[C@H:21]2[CH3:52])[CH:13]=[C:14]([C:16]([F:19])([F:18])[F:17])[CH:15]=1.Cl.[F:56][CH:57]1[CH2:60][NH:59][CH2:58]1.C(O)(=O)CC(CC(O)=O)(C(O)=O)O. (6) Given the product [CH2:28]([N:20]1[C:21]2[C:22]([Cl:27])=[N:23][CH:24]=[CH:25][C:26]=2[NH:18][C:19]1=[O:35])[C:29]1[CH:34]=[CH:33][CH:32]=[CH:31][CH:30]=1, predict the reactants needed to synthesize it. The reactants are: C[N+]1([O-])CCOCC1.I([O-])(=O)(=O)=O.[Na+].C([N:18]1[C:26]2[CH:25]=[CH:24][N:23]=[C:22]([Cl:27])[C:21]=2[N:20]([CH2:28][C:29]2[CH:34]=[CH:33][CH:32]=[CH:31][CH:30]=2)[C:19]1=[O:35])C=C.